Dataset: Forward reaction prediction with 1.9M reactions from USPTO patents (1976-2016). Task: Predict the product of the given reaction. (1) Given the reactants Cl[C:2]1[CH:11]=[C:10]([CH3:12])[C:9]2[C:4](=[CH:5][CH:6]=[CH:7][CH:8]=2)[N:3]=1.[C:13]1(B(O)O)[CH:18]=[CH:17][CH:16]=[CH:15][CH:14]=1.C1(P(C2C=CC=CC=2)C2C=CC=CC=2)C=CC=CC=1.C(=O)([O-])[O-].[K+].[K+], predict the reaction product. The product is: [C:13]1([C:2]2[CH:11]=[C:10]([CH3:12])[C:9]3[C:4](=[CH:5][CH:6]=[CH:7][CH:8]=3)[N:3]=2)[CH:18]=[CH:17][CH:16]=[CH:15][CH:14]=1. (2) Given the reactants [CH2:1]([CH:3]([C:6]1[C:10]([CH2:11][CH2:12][C:13]([O:15]CC)=O)=[CH:9][NH:8][N:7]=1)[CH2:4][CH3:5])[CH3:2].[CH2:18](Br)[C:19]1[CH:24]=[CH:23][CH:22]=[CH:21][CH:20]=1.C(=O)([O-])[O-].[K+].[K+].CN(C)C=O, predict the reaction product. The product is: [CH2:18]([N:8]1[CH:9]=[C:10]([CH2:11][CH2:12][CH2:13][OH:15])[C:6]([CH:3]([CH2:1][CH3:2])[CH2:4][CH3:5])=[N:7]1)[C:19]1[CH:24]=[CH:23][CH:22]=[CH:21][CH:20]=1. (3) The product is: [Br:1][C:2]1[CH:3]=[CH:4][C:5]2[CH:11]3[CH2:10][CH:9]([CH2:12]3)[N:8]3[C:13]([CH2:20][C:21]4[N:25]([CH3:26])[N:24]=[CH:23][CH:22]=4)=[C:14]([C:16]([O:18][CH3:19])=[O:17])[N:15]=[C:7]3[C:6]=2[CH:27]=1. Given the reactants [Br:1][C:2]1[C:3](F)=[CH:4][C:5]2[CH:11]3[CH2:12][CH:9]([CH2:10]3)[N:8]3[C:13]([CH2:20][C:21]4[N:25]([CH3:26])[N:24]=[CH:23][CH:22]=4)=[C:14]([C:16]([O:18][CH3:19])=[O:17])[N:15]=[C:7]3[C:6]=2[CH:27]=1.BrC1C=CC2C3CC(C3)N3C(C(O)C4N(C)N=CC=4)=C(C(OC)=O)N=C3C=2C=1.CS(Cl)(=O)=O.[H][H], predict the reaction product. (4) Given the reactants [H-].[Na+].[C:3]([O:13][C:14]([CH3:17])([CH3:16])[CH3:15])(=[O:12])[CH2:4][C:5]([O:7][C:8]([CH3:11])([CH3:10])[CH3:9])=[O:6].F[C:19]1[C:26]([F:27])=[CH:25][C:22](C#N)=[C:21]([O:28][CH3:29])[CH:20]=1.CCOC(C)=O.[CH3:36][N:37](C=O)C, predict the reaction product. The product is: [C:36]([C:19]1[C:26]([F:27])=[CH:25][C:22]([CH:4]([C:5]([O:7][C:8]([CH3:9])([CH3:10])[CH3:11])=[O:6])[C:3]([O:13][C:14]([CH3:17])([CH3:16])[CH3:15])=[O:12])=[C:21]([O:28][CH3:29])[CH:20]=1)#[N:37].